Dataset: Full USPTO retrosynthesis dataset with 1.9M reactions from patents (1976-2016). Task: Predict the reactants needed to synthesize the given product. (1) Given the product [O:44]=[C:43]1[O:27][NH:26][C:25]([C:22]2[CH:21]=[CH:20][C:19]([NH:18][C:16](=[O:17])[CH2:15][CH2:14][CH2:13][C:12]([NH:11][C:8]3[CH:7]=[CH:6][C:5]([C:3]4[NH:2][O:1][C:30](=[O:31])[N:4]=4)=[CH:10][CH:9]=3)=[O:29])=[CH:24][CH:23]=2)=[N:28]1, predict the reactants needed to synthesize it. The reactants are: [OH:1][NH:2][C:3]([C:5]1[CH:10]=[CH:9][C:8]([NH:11][C:12](=[O:29])[CH2:13][CH2:14][CH2:15][C:16]([NH:18][C:19]2[CH:24]=[CH:23][C:22]([C:25](=[NH:28])[NH:26][OH:27])=[CH:21][CH:20]=2)=[O:17])=[CH:7][CH:6]=1)=[NH:4].[C:30](N1C=CN=C1)(N1C=CN=C1)=[O:31].C[C:43](C)=[O:44]. (2) Given the product [CH:1]([S:4]([C:7]1[CH:8]=[CH:9][C:10]([C:13]([O:15][CH3:16])=[O:14])=[N:11][CH:12]=1)(=[O:5])=[O:6])([CH3:3])[CH3:2], predict the reactants needed to synthesize it. The reactants are: [CH:1]([S:4]([C:7]1[CH:8]=[CH:9][C:10]([C:13]([OH:15])=[O:14])=[N:11][CH:12]=1)(=[O:6])=[O:5])([CH3:3])[CH3:2].[C:16](=O)([O-])[O-].[K+].[K+].IC. (3) Given the product [NH2:22][C:23]1[C:28]([C:29]#[N:30])=[CH:27][N:26]=[C:25]([NH:14][CH:11]2[CH2:10][CH2:9][N:8]([CH2:7][C:6]3[CH:15]=[CH:16][C:17]([O:18][CH3:19])=[C:4]([O:3][CH2:1][CH3:2])[CH:5]=3)[CH2:13][CH2:12]2)[N:24]=1, predict the reactants needed to synthesize it. The reactants are: [CH2:1]([O:3][C:4]1[CH:5]=[C:6]([CH:15]=[CH:16][C:17]=1[O:18][CH3:19])[CH2:7][N:8]1[CH2:13][CH2:12][CH:11]([NH2:14])[CH2:10][CH2:9]1)[CH3:2].[H-].[Na+].[NH2:22][C:23]1[C:28]([C:29]#[N:30])=[CH:27][N:26]=[C:25](Cl)[N:24]=1. (4) The reactants are: [Cl:1][C:2]1[C:3]([C:26]2[C:34]3[C:29](=[CH:30][CH:31]=[CH:32][CH:33]=3)[N:28]([S:35]([C:38]3[CH:43]=[CH:42][CH:41]=[CH:40][CH:39]=3)(=[O:37])=[O:36])[CH:27]=2)=[N:4][C:5]([NH:8][C:9]2[CH:10]=[C:11]([NH2:25])[C:12]([NH:15][CH2:16][C:17]3[CH:22]=[CH:21][C:20]([O:23][CH3:24])=[CH:19][CH:18]=3)=[CH:13][CH:14]=2)=[N:6][CH:7]=1.[C:44]([NH:47][C:48]1[CH:55]=[CH:54][C:51]([CH:52]=O)=[CH:50][CH:49]=1)(=[O:46])[CH3:45].OOS([O-])=O.[K+]. Given the product [Cl:1][C:2]1[C:3]([C:26]2[C:34]3[C:29](=[CH:30][CH:31]=[CH:32][CH:33]=3)[N:28]([S:35]([C:38]3[CH:39]=[CH:40][CH:41]=[CH:42][CH:43]=3)(=[O:37])=[O:36])[CH:27]=2)=[N:4][C:5]([NH:8][C:9]2[CH:14]=[CH:13][C:12]3[N:15]([CH2:16][C:17]4[CH:18]=[CH:19][C:20]([O:23][CH3:24])=[CH:21][CH:22]=4)[C:52]([C:51]4[CH:50]=[CH:49][C:48]([NH:47][C:44](=[O:46])[CH3:45])=[CH:55][CH:54]=4)=[N:25][C:11]=3[CH:10]=2)=[N:6][CH:7]=1, predict the reactants needed to synthesize it. (5) Given the product [Br:1][C:2]1[C:3]([C:12]([F:15])([F:14])[F:13])=[CH:4][C:5]([N+:9]([O-:11])=[O:10])=[C:6]([N:26]([CH3:25])[CH:27]([CH3:30])[CH2:28][OH:29])[CH:7]=1, predict the reactants needed to synthesize it. The reactants are: [Br:1][C:2]1[CH:7]=[C:6](F)[C:5]([N+:9]([O-:11])=[O:10])=[CH:4][C:3]=1[C:12]([F:15])([F:14])[F:13].C(N(CC)C(C)C)(C)C.[CH3:25][NH:26][CH:27]([CH3:30])[CH2:28][OH:29].O.